This data is from Reaction yield outcomes from USPTO patents with 853,638 reactions. The task is: Predict the reaction yield, written as a fraction of the theoretical maximum amount of product (1.0 means a 100% yield; for example, 0.34 means a 34% yield). (1) The reactants are [CH3:1][C:2]1[CH:18]=[C:5]2[N:6]=[C:7]([NH:16][NH2:17])[CH:8]=[C:9]([N:10]3[CH2:15][CH2:14][O:13][CH2:12][CH2:11]3)[N:4]2[N:3]=1.C(O)(=O)C.[CH:23]1[CH:28]=[C:27]2[C:29]([CH:32]=O)=[CH:30][NH:31][C:26]2=[CH:25][CH:24]=1. The catalyst is C(O)C. The product is [NH:31]1[C:26]2[C:27](=[CH:28][CH:23]=[CH:24][CH:25]=2)[C:29]([CH:32]=[N:17][NH:16][C:7]2[CH:8]=[C:9]([N:10]3[CH2:11][CH2:12][O:13][CH2:14][CH2:15]3)[N:4]3[N:3]=[C:2]([CH3:1])[CH:18]=[C:5]3[N:6]=2)=[CH:30]1. The yield is 0.710. (2) The reactants are [CH3:1][O:2][C:3](=[O:14])[C:4]1[CH:9]=[C:8](Br)[C:7]([F:11])=[CH:6][C:5]=1[O:12][CH3:13].C([O-])([O-])=O.[K+].[K+].[C:21]1(B(O)O)[CH:26]=[CH:25][CH:24]=[CH:23][CH:22]=1. The catalyst is C1C=CC([P]([Pd]([P](C2C=CC=CC=2)(C2C=CC=CC=2)C2C=CC=CC=2)([P](C2C=CC=CC=2)(C2C=CC=CC=2)C2C=CC=CC=2)[P](C2C=CC=CC=2)(C2C=CC=CC=2)C2C=CC=CC=2)(C2C=CC=CC=2)C2C=CC=CC=2)=CC=1.OO. The product is [CH3:1][O:2][C:3]([C:4]1[CH:9]=[C:8]([C:21]2[CH:26]=[CH:25][CH:24]=[CH:23][CH:22]=2)[C:7]([F:11])=[CH:6][C:5]=1[O:12][CH3:13])=[O:14]. The yield is 0.910. (3) The reactants are [OH-].[K+].Br[CH2:4][CH:5]1[CH2:7][C:6]1([F:9])[F:8].[SH:10][CH2:11][CH2:12][C:13]([OH:15])=[O:14]. The catalyst is CO. The product is [F:8][C:6]1([F:9])[CH2:7][CH:5]1[CH2:4][S:10][CH2:11][CH2:12][C:13]([OH:15])=[O:14]. The yield is 0.840. (4) The reactants are I[C:2]1[CH:22]=[CH:21][C:5]2[N:6]([CH3:20])[C:7](=[O:19])[CH2:8][N:9]=[C:10]([C:11]3[CH:12]=[C:13]([CH:16]=[CH:17][CH:18]=3)[C:14]#[N:15])[C:4]=2[CH:3]=1.[O:23]([C:30]1[CH:35]=[CH:34][CH:33]=[CH:32][C:31]=1B(O)O)[C:24]1[CH:29]=[CH:28][CH:27]=[CH:26][CH:25]=1. No catalyst specified. The product is [CH3:20][N:6]1[C:5]2[CH:21]=[CH:22][C:2]([C:25]3[CH:26]=[CH:27][CH:28]=[CH:29][C:24]=3[O:23][C:30]3[CH:31]=[CH:32][CH:33]=[CH:34][CH:35]=3)=[CH:3][C:4]=2[C:10]([C:11]2[CH:12]=[C:13]([CH:16]=[CH:17][CH:18]=2)[C:14]#[N:15])=[N:9][CH2:8][C:7]1=[O:19]. The yield is 0.410. (5) The reactants are [Cl-].CON(C)[C:5](=[O:16])[CH2:6][C:7]1[C:12]([F:13])=[CH:11][CH:10]=[C:9]([F:14])[C:8]=1[F:15].Cl.[CH3:19]C(OC)(C)C. The catalyst is C1COCC1. The product is [F:15][C:8]1[C:9]([F:14])=[CH:10][CH:11]=[C:12]([F:13])[C:7]=1[CH2:6][C:5](=[O:16])[CH3:19]. The yield is 0.950. (6) The reactants are [Mg].Cl[CH2:3][C:4]1[CH:12]=[CH:11][C:7]2[O:8][CH2:9][O:10][C:6]=2[CH:5]=1.CN(CCN(C)C)C.[Si:21]([O:28][C@H:29]([CH2:38][O:39][Si:40]([C:43]([CH3:46])([CH3:45])[CH3:44])([CH3:42])[CH3:41])/[CH:30]=[N:31]/[S:32]([C:34]([CH3:37])([CH3:36])[CH3:35])=[O:33])([C:24]([CH3:27])([CH3:26])[CH3:25])([CH3:23])[CH3:22]. The catalyst is C1COCC1.C(OCC)(=O)C.[Cl-].[NH4+].II. The product is [O:8]1[C:7]2[CH:11]=[CH:12][C:4]([CH2:3][C@@H:30]([NH:31][S:32]([C:34]([CH3:37])([CH3:36])[CH3:35])=[O:33])[C@H:29]([O:28][Si:21]([C:24]([CH3:26])([CH3:25])[CH3:27])([CH3:23])[CH3:22])[CH2:38][O:39][Si:40]([C:43]([CH3:46])([CH3:45])[CH3:44])([CH3:42])[CH3:41])=[CH:5][C:6]=2[O:10][CH2:9]1. The yield is 0.631. (7) The reactants are [CH3:1][O:2][C:3]1[CH:4]=[C:5]([N:12]2[CH2:17][CH2:16][CH:15]([N:18]3[CH2:23][CH2:22][P:21](=[O:25])([CH3:24])[CH2:20][CH2:19]3)[CH2:14][CH2:13]2)[CH:6]=[CH:7][C:8]=1[N+:9]([O-])=O. The catalyst is [Pd].C(O)C. The product is [CH3:1][O:2][C:3]1[CH:4]=[C:5]([N:12]2[CH2:17][CH2:16][CH:15]([N:18]3[CH2:19][CH2:20][P:21]([CH3:24])(=[O:25])[CH2:22][CH2:23]3)[CH2:14][CH2:13]2)[CH:6]=[CH:7][C:8]=1[NH2:9]. The yield is 0.980.